From a dataset of Reaction yield outcomes from USPTO patents with 853,638 reactions. Predict the reaction yield, written as a fraction of the theoretical maximum amount of product (1.0 means a 100% yield; for example, 0.34 means a 34% yield). (1) The reactants are [NH2:1][C:2]1[CH:3]=[C:4]([CH:21]=[CH:22][C:23]=1[CH3:24])[O:5][C:6]1[CH:7]=[CH:8][C:9]2[N:10]([CH:12]=[C:13]([NH:15][C:16]([CH:18]3[CH2:20][CH2:19]3)=[O:17])[N:14]=2)[N:11]=1.[C:25]1([C:30](O)=[O:31])[CH2:29][CH2:28][CH2:27][CH:26]=1.ON1C2C=CC=CC=2N=N1.C(N(CC)C(C)C)(C)C. The catalyst is CN(C)C(=O)C. The product is [CH:18]1([C:16]([NH:15][C:13]2[N:14]=[C:9]3[CH:8]=[CH:7][C:6]([O:5][C:4]4[CH:21]=[CH:22][C:23]([CH3:24])=[C:2]([NH:1][C:30]([C:25]5[CH2:29][CH2:28][CH2:27][CH:26]=5)=[O:31])[CH:3]=4)=[N:11][N:10]3[CH:12]=2)=[O:17])[CH2:20][CH2:19]1. The yield is 0.210. (2) The reactants are [CH2:1]([C:3]1[CH:4]=[C:5]([CH2:27][N:28]2[CH2:31][CH:30]([C:32]([O:34]C)=[O:33])[CH2:29]2)[S:6][C:7]=1[C:8]1[N:12]=[C:11]([C:13]2[CH:18]=[CH:17][C:16]([O:19][C:20]3[CH:25]=[CH:24][CH:23]=[CH:22][C:21]=3[F:26])=[CH:15][CH:14]=2)[O:10][N:9]=1)[CH3:2].O.[OH-].[Li+].C(O)(=O)C.C(O)(=O)C(O)=O. No catalyst specified. The product is [CH2:1]([C:3]1[CH:4]=[C:5]([CH2:27][N:28]2[CH2:31][CH:30]([C:32]([OH:34])=[O:33])[CH2:29]2)[S:6][C:7]=1[C:8]1[N:12]=[C:11]([C:13]2[CH:18]=[CH:17][C:16]([O:19][C:20]3[CH:25]=[CH:24][CH:23]=[CH:22][C:21]=3[F:26])=[CH:15][CH:14]=2)[O:10][N:9]=1)[CH3:2]. The yield is 0.390.